From a dataset of Reaction yield outcomes from USPTO patents with 853,638 reactions. Predict the reaction yield, written as a fraction of the theoretical maximum amount of product (1.0 means a 100% yield; for example, 0.34 means a 34% yield). The reactants are [CH3:1][N:2]1[C:14]2[CH:13]=[CH:12][C:11]([CH2:15][C:16]([O:18][CH3:19])=[O:17])=[CH:10][C:9]=2[C:8]2[C:3]1=[CH:4][CH:5]=[CH:6][CH:7]=2.[CH3:20][Si]([N-][Si](C)(C)C)(C)C.[Na+].IC. The catalyst is C1COCC1. The product is [CH3:1][N:2]1[C:14]2[CH:13]=[CH:12][C:11]([CH:15]([CH3:20])[C:16]([O:18][CH3:19])=[O:17])=[CH:10][C:9]=2[C:8]2[C:3]1=[CH:4][CH:5]=[CH:6][CH:7]=2. The yield is 0.370.